Dataset: Full USPTO retrosynthesis dataset with 1.9M reactions from patents (1976-2016). Task: Predict the reactants needed to synthesize the given product. (1) The reactants are: [Cl:1][C:2]1[CH:3]=[C:4]([C:9]([F:12])([F:11])[F:10])[CH:5]=[CH:6][C:7]=1I.[C:13]([N:20]1[CH2:25][CH2:24][NH:23][CH2:22][CH2:21]1)([O:15][C:16]([CH3:19])([CH3:18])[CH3:17])=[O:14].CC(C)([O-])C.[Na+].C1(C)C=CC=CC=1P(C1C=CC=CC=1C)C1C=CC=CC=1C. Given the product [C:16]([O:15][C:13]([N:20]1[CH2:25][CH2:24][N:23]([C:7]2[CH:6]=[CH:5][C:4]([C:9]([F:12])([F:11])[F:10])=[CH:3][C:2]=2[Cl:1])[CH2:22][CH2:21]1)=[O:14])([CH3:19])([CH3:17])[CH3:18], predict the reactants needed to synthesize it. (2) Given the product [N:10]([CH2:2][CH2:3][CH2:4][S:5]([NH:8][CH3:9])(=[O:7])=[O:6])=[N+:11]=[N-:12], predict the reactants needed to synthesize it. The reactants are: Cl[CH2:2][CH2:3][CH2:4][S:5]([NH:8][CH3:9])(=[O:7])=[O:6].[N-:10]=[N+:11]=[N-:12].[Na+]. (3) The reactants are: [Li+].[F:2][C:3]([F:30])([F:29])[C:4]1[CH:28]=[CH:27][C:7]([CH2:8][O:9][C:10]2[CH:15]=[CH:14][C:13]([N:16]3[CH2:21][CH2:20][N:19]([CH2:22][CH2:23][C:24]([O-])=[O:25])[CH2:18][CH2:17]3)=[CH:12][CH:11]=2)=[CH:6][CH:5]=1.C(N(C(C)C)CC)(C)C.F[P-](F)(F)(F)(F)F.CN(C)C(ON1C2C=CC=CC=2N=N1)=[N+](C)C.Cl.[N+:65]([C:68]1[CH:73]=[CH:72][C:71]([NH:74][CH:75]2[CH2:80][CH2:79][NH:78][CH2:77][CH2:76]2)=[CH:70][C:69]=1[C:81]([F:84])([F:83])[F:82])([O-:67])=[O:66]. Given the product [N+:65]([C:68]1[CH:73]=[CH:72][C:71]([NH:74][CH:75]2[CH2:76][CH2:77][N:78]([C:24](=[O:25])[CH2:23][CH2:22][N:19]3[CH2:20][CH2:21][N:16]([C:13]4[CH:14]=[CH:15][C:10]([O:9][CH2:8][C:7]5[CH:6]=[CH:5][C:4]([C:3]([F:2])([F:30])[F:29])=[CH:28][CH:27]=5)=[CH:11][CH:12]=4)[CH2:17][CH2:18]3)[CH2:79][CH2:80]2)=[CH:70][C:69]=1[C:81]([F:84])([F:82])[F:83])([O-:67])=[O:66], predict the reactants needed to synthesize it. (4) Given the product [CH2:1]([N:8]([CH2:19][C:20]1[CH:33]=[CH:32][C:23]([O:24][C:25]2[CH:26]=[C:27]([CH:28]=[CH:29][CH:30]=2)[O:31][CH:35]2[CH2:40][CH2:39][O:38][C:36]2=[O:37])=[CH:22][CH:21]=1)[C:9]1[CH:14]=[CH:13][CH:12]=[C:11]([N+:15]([O-:17])=[O:16])[C:10]=1[CH3:18])[C:2]1[CH:3]=[CH:4][CH:5]=[CH:6][CH:7]=1, predict the reactants needed to synthesize it. The reactants are: [CH2:1]([N:8]([CH2:19][C:20]1[CH:33]=[CH:32][C:23]([O:24][C:25]2[CH:26]=[C:27]([OH:31])[CH:28]=[CH:29][CH:30]=2)=[CH:22][CH:21]=1)[C:9]1[CH:14]=[CH:13][CH:12]=[C:11]([N+:15]([O-:17])=[O:16])[C:10]=1[CH3:18])[C:2]1[CH:7]=[CH:6][CH:5]=[CH:4][CH:3]=1.O[CH:35]1[CH2:40][CH2:39][O:38][C:36]1=[O:37]. (5) Given the product [C:9]([NH:8][C:6]1[CH:7]=[C:2]([NH:1][C:24](=[O:25])[C:23]2[CH:27]=[CH:28][C:20]([CH2:19][Br:18])=[N:21][CH:22]=2)[CH:3]=[CH:4][C:5]=1[Cl:17])(=[O:16])[C:10]1[CH:15]=[CH:14][CH:13]=[CH:12][CH:11]=1, predict the reactants needed to synthesize it. The reactants are: [NH2:1][C:2]1[CH:3]=[CH:4][C:5]([Cl:17])=[C:6]([NH:8][C:9](=[O:16])[C:10]2[CH:15]=[CH:14][CH:13]=[CH:12][CH:11]=2)[CH:7]=1.[Br:18][CH2:19][C:20]1[CH:28]=[CH:27][C:23]([C:24](O)=[O:25])=[CH:22][N:21]=1. (6) Given the product [CH3:12][C:6]1([CH3:13])[C:5]2[C:9](=[CH:10][C:2]([C:20]3[C:15]([CH3:14])=[N:16][CH:17]=[CH:18][CH:19]=3)=[CH:3][CH:4]=2)[NH:8][C:7]1=[O:11], predict the reactants needed to synthesize it. The reactants are: Br[C:2]1[CH:10]=[C:9]2[C:5]([C:6]([CH3:13])([CH3:12])[C:7](=[O:11])[NH:8]2)=[CH:4][CH:3]=1.[CH3:14][C:15]1[C:20](B(O)O)=[CH:19][CH:18]=[CH:17][N:16]=1. (7) Given the product [Cl:1][C:2]1[C:3]([F:11])=[N:4][C:5]([F:10])=[C:6]([F:9])[C:7]=1[O:15][CH2:14][C:13]([F:17])([F:16])[F:12], predict the reactants needed to synthesize it. The reactants are: [Cl:1][C:2]1[C:3]([F:11])=[N:4][C:5]([F:10])=[C:6]([F:9])[C:7]=1F.[F:12][C:13]([F:17])([F:16])[CH2:14][O-:15].[Na+].C(O)C(F)(F)F.[H-].[Na+].